Dataset: Forward reaction prediction with 1.9M reactions from USPTO patents (1976-2016). Task: Predict the product of the given reaction. (1) Given the reactants [CH3:1][O:2][C:3]([C:5]1[CH:13]=[CH:12][C:8]([C:9]([OH:11])=O)=[CH:7][CH:6]=1)=[O:4].O.ON1C2C=CC=CC=2N=N1.C(N(CC)C(C)C)(C)C.Cl.CN(C)CCCN=C=NCC.[CH2:46]([NH2:53])[C:47]1[CH:52]=[CH:51][CH:50]=[CH:49][CH:48]=1, predict the reaction product. The product is: [CH2:46]([NH:53][C:9]([C:8]1[CH:7]=[CH:6][C:5]([C:3]([O:2][CH3:1])=[O:4])=[CH:13][CH:12]=1)=[O:11])[C:47]1[CH:52]=[CH:51][CH:50]=[CH:49][CH:48]=1. (2) Given the reactants [CH:1]1([N:5]2[CH2:11][CH2:10][CH2:9][C:8](=O)[CH2:7][CH2:6]2)[CH2:4][CH2:3][CH2:2]1.BrBr.[NH2:15][C:16]([C:18]1[CH:27]=[CH:26][C:21]([C:22]([NH:24][CH3:25])=[O:23])=[CH:20][CH:19]=1)=[S:17], predict the reaction product. The product is: [CH:1]1([N:5]2[CH2:11][CH2:10][C:9]3[S:17][C:16]([C:18]4[CH:27]=[CH:26][C:21]([C:22]([NH:24][CH3:25])=[O:23])=[CH:20][CH:19]=4)=[N:15][C:8]=3[CH2:7][CH2:6]2)[CH2:4][CH2:3][CH2:2]1.